The task is: Predict the reactants needed to synthesize the given product.. This data is from Full USPTO retrosynthesis dataset with 1.9M reactions from patents (1976-2016). (1) The reactants are: [CH:1]1[CH:2]=[CH:3][C:4]2[S:14][C:13]3[CH:12]=[CH:11][C:10]([C:15]([F:18])([F:17])[F:16])=[CH:9][C:8]=3[N:7]([CH2:19][CH2:20][CH2:21][N:22]3[CH2:27][CH2:26][N:25]([CH2:28][CH2:29][OH:30])[CH2:24][CH2:23]3)[C:5]=2[CH:6]=1.[C:31](Cl)(=[O:35])[CH2:32][CH2:33][CH3:34]. Given the product [CH:1]1[CH:2]=[CH:3][C:4]2[S:14][C:13]3[CH:12]=[CH:11][C:10]([C:15]([F:18])([F:17])[F:16])=[CH:9][C:8]=3[N:7]([CH2:19][CH2:20][CH2:21][N:22]3[CH2:23][CH2:24][N:25]([CH2:28][CH2:29][OH:30])[CH2:26][CH2:27]3)[C:5]=2[CH:6]=1.[C:31]([O-:35])(=[O:30])[CH2:32][CH2:33][CH3:34], predict the reactants needed to synthesize it. (2) The reactants are: Cl.[F:2][C:3]1[CH:4]=[C:5]([C@H:10]([CH:14]2[CH2:17][NH:16][CH2:15]2)[CH:11]([CH3:13])[CH3:12])[CH:6]=[C:7]([F:9])[CH:8]=1.C([O-])([O-])=O.[Cs+].[Cs+].Br[CH:25]([C:34]1[CH:39]=[CH:38][C:37]([Cl:40])=[CH:36][CH:35]=1)[C:26]1[CH:27]=[C:28]([CH:31]=[CH:32][CH:33]=1)[C:29]#[N:30]. Given the product [Cl:40][C:37]1[CH:36]=[CH:35][C:34]([C@H:25]([N:16]2[CH2:15][CH:14]([C@@H:10]([C:5]3[CH:6]=[C:7]([F:9])[CH:8]=[C:3]([F:2])[CH:4]=3)[CH:11]([CH3:13])[CH3:12])[CH2:17]2)[C:26]2[CH:27]=[C:28]([CH:31]=[CH:32][CH:33]=2)[C:29]#[N:30])=[CH:39][CH:38]=1, predict the reactants needed to synthesize it. (3) Given the product [Br:19][C:17]1[CH:16]=[N:15][N:14]([CH3:18])[C:13]=1[C:4]1[CH:5]=[C:6]([NH:9][C:10](=[O:12])[CH3:11])[CH:7]=[CH:8][C:3]=1[O:2][CH3:1], predict the reactants needed to synthesize it. The reactants are: [CH3:1][O:2][C:3]1[CH:8]=[CH:7][C:6]([NH:9][C:10](=[O:12])[CH3:11])=[CH:5][C:4]=1[C:13]1[N:14]([CH3:18])[N:15]=[CH:16][CH:17]=1.[Br:19]N1C(=O)CCC1=O.O. (4) Given the product [Cl:1][C:2]1[CH:7]=[CH:6][C:5]([C@H:8]2[C@@H:12]([C:13]3[CH:14]=[CH:15][C:16]([Cl:19])=[CH:17][CH:18]=3)[N:11]([C:20]([N:42]3[CH2:41][CH2:40][N:39]([CH2:38][C:37]([N:36]([CH3:46])[CH3:35])=[O:45])[CH2:44][CH2:43]3)=[O:21])[C:10]([C:23]3[C:24]([O:32][CH2:33][CH3:34])=[N:25][C:26]([O:29][CH2:30][CH3:31])=[N:27][CH:28]=3)=[N:9]2)=[CH:4][CH:3]=1, predict the reactants needed to synthesize it. The reactants are: [Cl:1][C:2]1[CH:7]=[CH:6][C:5]([CH:8]2[CH:12]([C:13]3[CH:18]=[CH:17][C:16]([Cl:19])=[CH:15][CH:14]=3)[N:11]([C:20](Cl)=[O:21])[C:10]([C:23]3[C:24]([O:32][CH2:33][CH3:34])=[N:25][C:26]([O:29][CH2:30][CH3:31])=[N:27][CH:28]=3)=[N:9]2)=[CH:4][CH:3]=1.[CH3:35][N:36]([CH3:46])[C:37](=[O:45])[CH2:38][N:39]1[CH2:44][CH2:43][NH:42][CH2:41][CH2:40]1. (5) The reactants are: [CH2:1]([C:5]1[NH:9][C:8](=[O:10])[C:7]2([CH2:14][CH2:13][CH2:12][CH2:11]2)[N:6]=1)[CH2:2][CH2:3][CH3:4].C1(C)C=CC=CC=1.C[O-].[Na+].Br[CH2:26][C:27]1[CH:32]=[CH:31][C:30]([C:33]2[CH:38]=[CH:37][CH:36]=[CH:35][C:34]=2[C:39]#[N:40])=[CH:29][CH:28]=1. Given the product [CH2:1]([C:5]1[N:9]([CH2:26][C:27]2[CH:28]=[CH:29][C:30]([C:33]3[CH:38]=[CH:37][CH:36]=[CH:35][C:34]=3[C:39]#[N:40])=[CH:31][CH:32]=2)[C:8](=[O:10])[C:7]2([CH2:14][CH2:13][CH2:12][CH2:11]2)[N:6]=1)[CH2:2][CH2:3][CH3:4], predict the reactants needed to synthesize it. (6) Given the product [C:1]1([CH2:7][CH2:8][C:9]2[CH:10]=[CH:11][CH:12]=[CH:13][CH:14]=2)[CH:6]=[CH:5][CH:4]=[CH:3][CH:2]=1.[C:1]1(/[CH:7]=[CH:8]/[C:9]2[CH:10]=[CH:11][CH:12]=[CH:13][CH:14]=2)[CH:6]=[CH:5][CH:4]=[CH:3][CH:2]=1, predict the reactants needed to synthesize it. The reactants are: [C:1]1(/[CH:7]=[CH:8]/[C:9]2[CH:14]=[CH:13][CH:12]=[CH:11][CH:10]=2)[CH:6]=[CH:5][CH:4]=[CH:3][CH:2]=1.